Predict which catalyst facilitates the given reaction. From a dataset of Catalyst prediction with 721,799 reactions and 888 catalyst types from USPTO. (1) Reactant: [C:1]([O:5][C:6](=[O:25])[NH:7][C:8]1[CH2:13][N:12]([CH3:14])[C:11](=[O:15])[C:10]([C:17]2[CH:22]=[C:21]([NH2:23])[CH:20]=[CH:19][C:18]=2[F:24])([CH3:16])[N:9]=1)([CH3:4])([CH3:3])[CH3:2].[Br:26][C:27]1[CH:28]=[CH:29][C:30]([C:33](O)=[O:34])=[N:31][CH:32]=1.C1C=NC2N(O)N=NC=2C=1.C(Cl)CCl.Cl.CCN(CC)CC. Product: [C:1]([O:5][C:6](=[O:25])[NH:7][C:8]1[CH2:13][N:12]([CH3:14])[C:11](=[O:15])[C:10]([C:17]2[CH:22]=[C:21]([NH:23][C:33]([C:30]3[CH:29]=[CH:28][C:27]([Br:26])=[CH:32][N:31]=3)=[O:34])[CH:20]=[CH:19][C:18]=2[F:24])([CH3:16])[N:9]=1)([CH3:2])([CH3:3])[CH3:4]. The catalyst class is: 91. (2) Reactant: [NH2:1][C:2]1[CH:7]=[CH:6][C:5]([NH2:8])=[CH:4][N:3]=1.N1C=CC=CC=1.Cl[C:16]([O:18][CH2:19][C:20]([Cl:23])([Cl:22])[Cl:21])=[O:17].O. Product: [NH2:1][C:2]1[N:3]=[CH:4][C:5]([NH:8][C:16](=[O:17])[O:18][CH2:19][C:20]([Cl:23])([Cl:22])[Cl:21])=[CH:6][CH:7]=1. The catalyst class is: 7.